From a dataset of Catalyst prediction with 721,799 reactions and 888 catalyst types from USPTO. Predict which catalyst facilitates the given reaction. (1) Reactant: [F:1][C:2]1[CH:10]=[CH:9][C:5]([C:6](O)=[O:7])=[CH:4][C:3]=1[S:11](=[O:14])(=[O:13])[NH2:12].N.[N:16]1C=CC=CC=1. Product: [F:1][C:2]1[CH:10]=[CH:9][C:5]([C:6]([NH2:16])=[O:7])=[CH:4][C:3]=1[S:11](=[O:14])(=[O:13])[NH2:12]. The catalyst class is: 309. (2) Reactant: S(Cl)(Cl)=O.[CH3:5][C:6]([CH3:32])([CH2:11][C:12](=[O:31])[NH:13][C:14]1[CH:15]=[N:16][C:17]([O:20][C:21](=[O:30])[N:22]([CH3:29])[C:23]2[CH:28]=[CH:27][CH:26]=[CH:25][CH:24]=2)=[CH:18][CH:19]=1)[CH2:7][C:8]([OH:10])=O.[CH3:33][N:34]([CH3:38])[CH2:35][CH2:36][NH2:37]. Product: [CH3:33][N:34]([CH3:38])[CH2:35][CH2:36][NH:37][C:8]([CH2:7][C:6]([CH3:32])([CH3:5])[CH2:11][C:12]([NH:13][C:14]1[CH:19]=[CH:18][C:17]([O:20][C:21](=[O:30])[N:22]([CH3:29])[C:23]2[CH:24]=[CH:25][CH:26]=[CH:27][CH:28]=2)=[N:16][CH:15]=1)=[O:31])=[O:10]. The catalyst class is: 4.